From a dataset of Peptide-MHC class II binding affinity with 134,281 pairs from IEDB. Regression. Given a peptide amino acid sequence and an MHC pseudo amino acid sequence, predict their binding affinity value. This is MHC class II binding data. (1) The peptide sequence is AADHAAPEDKYEAFV. The MHC is HLA-DPA10103-DPB10301 with pseudo-sequence HLA-DPA10103-DPB10301. The binding affinity (normalized) is 0. (2) The peptide sequence is AYAAQGYKVLVLNPSVAA. The MHC is DRB1_1201 with pseudo-sequence DRB1_1201. The binding affinity (normalized) is 0.480.